From a dataset of Reaction yield outcomes from USPTO patents with 853,638 reactions. Predict the reaction yield, written as a fraction of the theoretical maximum amount of product (1.0 means a 100% yield; for example, 0.34 means a 34% yield). (1) The yield is 0.790. The product is [C:1]([O:7][CH2:8][C:9]([F:15])([F:14])[S:10]([O-:13])(=[O:11])=[O:12])(=[O:6])[C:2]([CH3:5])([CH3:4])[CH3:3].[C:18]([C:22]1[CH:27]=[CH:26][C:25]([S+:28]([C:35]2[CH:40]=[CH:39][CH:38]=[CH:37][CH:36]=2)[C:29]2[CH:30]=[CH:31][CH:32]=[CH:33][CH:34]=2)=[CH:24][CH:23]=1)([CH3:21])([CH3:19])[CH3:20]. The reactants are [C:1]([O:7][CH2:8][C:9]([F:15])([F:14])[S:10]([O-:13])(=[O:12])=[O:11])(=[O:6])[C:2]([CH3:5])([CH3:4])[CH3:3].[Na+].[Br-].[C:18]([C:22]1[CH:27]=[CH:26][C:25]([S+:28]([C:35]2[CH:40]=[CH:39][CH:38]=[CH:37][CH:36]=2)[C:29]2[CH:34]=[CH:33][CH:32]=[CH:31][CH:30]=2)=[CH:24][CH:23]=1)([CH3:21])([CH3:20])[CH3:19]. The catalyst is ClCCl. (2) The reactants are [F:1][C:2]1[CH:7]=[C:6](I)[CH:5]=[CH:4][C:3]=1[N:9]1[CH:14]=[C:13]([O:15][CH3:16])[C:12](=[O:17])[C:11]([C:18]2[N:22]([C:23]3[CH:28]=[CH:27][CH:26]=[CH:25][CH:24]=3)[N:21]=[CH:20][CH:19]=2)=[N:10]1.Cl.[F:30][C:31]([F:38])([F:37])[CH:32]1[CH2:36][CH2:35][NH:34][CH2:33]1.CC([O-])(C)C.[Na+].CC1(C)C2C(=C(P(C3C=CC=CC=3)C3C=CC=CC=3)C=CC=2)OC2C(P(C3C=CC=CC=3)C3C=CC=CC=3)=CC=CC1=2. The catalyst is O1CCOCC1.C1C=CC(/C=C/C(/C=C/C2C=CC=CC=2)=O)=CC=1.C1C=CC(/C=C/C(/C=C/C2C=CC=CC=2)=O)=CC=1.C1C=CC(/C=C/C(/C=C/C2C=CC=CC=2)=O)=CC=1.[Pd].[Pd]. The product is [F:1][C:2]1[CH:7]=[C:6]([N:34]2[CH2:35][CH2:36][CH:32]([C:31]([F:38])([F:37])[F:30])[CH2:33]2)[CH:5]=[CH:4][C:3]=1[N:9]1[CH:14]=[C:13]([O:15][CH3:16])[C:12](=[O:17])[C:11]([C:18]2[N:22]([C:23]3[CH:28]=[CH:27][CH:26]=[CH:25][CH:24]=3)[N:21]=[CH:20][CH:19]=2)=[N:10]1. The yield is 0.450. (3) The reactants are Br[C:2]1[CH:7]=[C:6]([NH:8][C:9](=[O:18])[C:10]2[C:15]([Cl:16])=[CH:14][CH:13]=[CH:12][C:11]=2[Cl:17])[CH:5]=[CH:4][N:3]=1.[O:19]1[CH2:24][CH2:23][CH:22]([N:25]2[CH:29]=[C:28]([NH2:30])[CH:27]=[N:26]2)[CH2:21][CH2:20]1.CC1(C)C2C(=C(P(C3C=CC=CC=3)C3C=CC=CC=3)C=CC=2)OC2C(P(C3C=CC=CC=3)C3C=CC=CC=3)=CC=CC1=2.C([O-])([O-])=O.[Cs+].[Cs+]. The catalyst is C1C=CC(/C=C/C(/C=C/C2C=CC=CC=2)=O)=CC=1.C1C=CC(/C=C/C(/C=C/C2C=CC=CC=2)=O)=CC=1.C1C=CC(/C=C/C(/C=C/C2C=CC=CC=2)=O)=CC=1.[Pd].[Pd].O1CCOCC1. The product is [Cl:17][C:11]1[CH:12]=[CH:13][CH:14]=[C:15]([Cl:16])[C:10]=1[C:9]([NH:8][C:6]1[CH:5]=[CH:4][N:3]=[C:2]([NH:30][C:28]2[CH:27]=[N:26][N:25]([CH:22]3[CH2:23][CH2:24][O:19][CH2:20][CH2:21]3)[CH:29]=2)[CH:7]=1)=[O:18]. The yield is 0.250. (4) The reactants are Br[C:2]1[C:18]([O:19][CH2:20][C@@H:21]([NH:26][C:27](=[O:33])[O:28][C:29]([CH3:32])([CH3:31])[CH3:30])[CH2:22][CH:23]([CH3:25])[CH3:24])=[CH:17][C:5]2[N:6]([CH3:16])[C:7](=[O:15])[C:8]3[C:13]([C:4]=2[CH:3]=1)=[CH:12][CH:11]=[N:10][C:9]=3[CH3:14].[NH:34]1[CH:38]=[CH:37][CH:36]=[N:35]1.CNCCNC.P([O-])([O-])([O-])=O.[K+].[K+].[K+]. The catalyst is O1CCOCC1.CN(C=O)C.[Cu]I. The product is [CH3:14][C:9]1[N:10]=[CH:11][CH:12]=[C:13]2[C:8]=1[C:7](=[O:15])[N:6]([CH3:16])[C:5]1[CH:17]=[C:18]([O:19][CH2:20][C@@H:21]([NH:26][C:27](=[O:33])[O:28][C:29]([CH3:32])([CH3:31])[CH3:30])[CH2:22][CH:23]([CH3:24])[CH3:25])[C:2]([N:34]3[CH:38]=[CH:37][CH:36]=[N:35]3)=[CH:3][C:4]2=1. The yield is 0.290. (5) The reactants are N1C=CN=C1.[I:6]I.C1(P(C2C=CC=CC=2)C2C=CC=CC=2)C=CC=CC=1.[F:27][C@@H:28]([CH2:38]O)[CH2:29][NH:30][C:31](=[O:37])[O:32][C:33]([CH3:36])([CH3:35])[CH3:34]. The catalyst is C(Cl)Cl. The product is [F:27][C@@H:28]([CH2:38][I:6])[CH2:29][NH:30][C:31](=[O:37])[O:32][C:33]([CH3:36])([CH3:35])[CH3:34]. The yield is 0.680. (6) The reactants are Cl[C:2]1[CH:3]=[C:4]([N:13]([C:23]2[CH:28]=[CH:27][C:26]([O:29][CH3:30])=[CH:25][N:24]=2)[CH2:14][C:15]2[CH:20]=[CH:19][C:18]([O:21][CH3:22])=[CH:17][CH:16]=2)[C:5]2[N:6]([C:8]([C:11]#[N:12])=[CH:9][N:10]=2)[N:7]=1.[NH2:31][C:32]1[CH:33]=[CH:34][C:35]([CH3:42])=[C:36]([NH:38][C:39](=[O:41])[CH3:40])[CH:37]=1.CC1(C)C2C(=C(P(C3C=CC=CC=3)C3C=CC=CC=3)C=CC=2)OC2C(P(C3C=CC=CC=3)C3C=CC=CC=3)=CC=CC1=2.C([O-])([O-])=O.[Cs+].[Cs+]. The catalyst is CC(N(C)C)=O.C1C=CC(/C=C/C(/C=C/C2C=CC=CC=2)=O)=CC=1.C1C=CC(/C=C/C(/C=C/C2C=CC=CC=2)=O)=CC=1.C1C=CC(/C=C/C(/C=C/C2C=CC=CC=2)=O)=CC=1.[Pd].[Pd].[Cu]I. The product is [C:11]([C:8]1[N:6]2[N:7]=[C:2]([NH:31][C:32]3[CH:33]=[CH:34][C:35]([CH3:42])=[C:36]([NH:38][C:39](=[O:41])[CH3:40])[CH:37]=3)[CH:3]=[C:4]([N:13]([C:23]3[CH:28]=[CH:27][C:26]([O:29][CH3:30])=[CH:25][N:24]=3)[CH2:14][C:15]3[CH:20]=[CH:19][C:18]([O:21][CH3:22])=[CH:17][CH:16]=3)[C:5]2=[N:10][CH:9]=1)#[N:12]. The yield is 0.607. (7) The catalyst is ClC(Cl)C.C([O-])(O)=O.[Na+]. The product is [C:15]([O:19][C:20]([N:22]1[CH2:28][CH2:27][CH2:26][C@@H:23]1[CH2:24][NH:12][C:11]1[CH:10]=[CH:9][C:8]([O:1][C:2]2[CH:3]=[CH:4][CH:5]=[CH:6][CH:7]=2)=[CH:14][CH:13]=1)=[O:21])([CH3:18])([CH3:16])[CH3:17]. The reactants are [O:1]([C:8]1[CH:14]=[CH:13][C:11]([NH2:12])=[CH:10][CH:9]=1)[C:2]1[CH:7]=[CH:6][CH:5]=[CH:4][CH:3]=1.[C:15]([O:19][C:20]([N:22]1[CH2:28][CH2:27][CH2:26][C@@H:23]1[CH:24]=O)=[O:21])([CH3:18])([CH3:17])[CH3:16].C(O[BH-](OC(=O)C)OC(=O)C)(=O)C.[Na+].C(O)(=O)C. The yield is 0.780. (8) The reactants are CN(C(ON1N=NC2C=CC=NC1=2)=[N+](C)C)C.F[P-](F)(F)(F)(F)F.[F:25][C:26]1[CH:27]=[C:28]([NH:37][C:38]([C@@H:40]2[NH:49][CH2:48][CH2:47][C:46]3[N:45]=[C:44]([O:50][CH3:51])[CH:43]=[CH:42][C:41]2=3)=[O:39])[CH:29]=[C:30]2[C:34]=1[C:33]([CH3:36])([CH3:35])[CH2:32][CH2:31]2.CCN(C(C)C)C(C)C.[CH2:61]([O:68][C:69]([C@@H:71]1[CH2:74][C@H:73]([C:75](O)=[O:76])[CH2:72]1)=[O:70])[C:62]1[CH:67]=[CH:66][CH:65]=[CH:64][CH:63]=1. The catalyst is CN(C=O)C.O. The product is [F:25][C:26]1[CH:27]=[C:28]([NH:37][C:38]([C@@H:40]2[N:49]([C:75]([C@@H:73]3[CH2:74][C@H:71]([C:69]([O:68][CH2:61][C:62]4[CH:63]=[CH:64][CH:65]=[CH:66][CH:67]=4)=[O:70])[CH2:72]3)=[O:76])[CH2:48][CH2:47][C:46]3[N:45]=[C:44]([O:50][CH3:51])[CH:43]=[CH:42][C:41]2=3)=[O:39])[CH:29]=[C:30]2[C:34]=1[C:33]([CH3:35])([CH3:36])[CH2:32][CH2:31]2. The yield is 0.434. (9) The reactants are [NH:1]1[CH2:6][CH2:5][CH:4]([C:7]2[O:11][C:10]([C:12]3[CH:13]=[C:14]4[C:18](=[CH:19][CH:20]=3)[C:17](=[N:21][OH:22])[CH2:16][CH2:15]4)=[C:9]([C:23]3[CH:28]=[CH:27][N:26]=[CH:25][CH:24]=3)[CH:8]=2)[CH2:3][CH2:2]1.[Si]([O:36][CH2:37][CH:38]=O)(C(C)(C)C)(C)C. No catalyst specified. The product is [OH:36][CH2:37][CH2:38][N:1]1[CH2:2][CH2:3][CH:4]([C:7]2[O:11][C:10]([C:12]3[CH:13]=[C:14]4[C:18](=[CH:19][CH:20]=3)[C:17](=[N:21][OH:22])[CH2:16][CH2:15]4)=[C:9]([C:23]3[CH:24]=[CH:25][N:26]=[CH:27][CH:28]=3)[CH:8]=2)[CH2:5][CH2:6]1. The yield is 0.650. (10) The reactants are [CH3:1][NH:2][CH2:3][CH2:4][N:5]1[C:9](=[O:10])[CH:8]=[CH:7][C:6]1=[O:11].[P:12](Cl)(Cl)(Cl)=[O:13].[CH2:17]([N:19](CC)CC)C.[O:48]=[C:43]1[CH:44]=[CH:45][C:46](=[O:47])[N:42]1[CH2:41][CH2:40]CN(C[CH2:40][CH2:41][N:42]1[C:46](=[O:47])[CH:45]=[CH:44][C:43]1=[O:48])P(Cl)(Cl)=O.[CH3:49][NH:50][CH2:51][CH2:52][C:53]([OH:55])=[O:54]. The catalyst is C1COCC1. The product is [O:10]=[C:9]1[CH:8]=[CH:7][C:6](=[O:11])[N:5]1[CH2:4][CH2:3][N:2]([CH3:1])[P:12]([N:50]([CH3:49])[CH2:51][CH2:52][C:53]([OH:55])=[O:54])([N:19]([CH2:40][CH2:41][N:42]1[C:43](=[O:48])[CH:44]=[CH:45][C:46]1=[O:47])[CH3:17])=[O:13]. The yield is 0.510.